This data is from Reaction yield outcomes from USPTO patents with 853,638 reactions. The task is: Predict the reaction yield, written as a fraction of the theoretical maximum amount of product (1.0 means a 100% yield; for example, 0.34 means a 34% yield). (1) The reactants are C([N:8]1[CH2:13][C:12]([C:14]2[CH:19]=[CH:18][C:17]([O:20][CH3:21])=[CH:16][CH:15]=2)=[CH:11][CH2:10][CH2:9]1)C1C=CC=CC=1.[H][H]. The catalyst is CO.[Pd]. The product is [CH3:21][O:20][C:17]1[CH:16]=[CH:15][C:14]([CH:12]2[CH2:11][CH2:10][CH2:9][NH:8][CH2:13]2)=[CH:19][CH:18]=1. The yield is 0.694. (2) The reactants are [CH3:1][C:2]1[CH:10]=[C:9]([CH3:11])[CH:8]=[CH:7][C:3]=1[C:4]([OH:6])=[O:5].[I:12]([O-])(=O)(=O)=O.[Na+].II.S(=O)(=O)(O)O.[O-]S([O-])(=S)=O.[Na+].[Na+]. The catalyst is C(O)(=O)C.O. The product is [I:12][C:8]1[C:9]([CH3:11])=[CH:10][C:2]([CH3:1])=[C:3]([CH:7]=1)[C:4]([OH:6])=[O:5]. The yield is 0.820.